From a dataset of Human liver microsome stability data. Regression/Classification. Given a drug SMILES string, predict its absorption, distribution, metabolism, or excretion properties. Task type varies by dataset: regression for continuous measurements (e.g., permeability, clearance, half-life) or binary classification for categorical outcomes (e.g., BBB penetration, CYP inhibition). Dataset: hlm. (1) The molecule is CCOc1ccc(C(=O)N2CC(=O)N(Cc3ccccc3)[C@@H](Cc3ccccc3)C2)cc1. The result is 1 (stable in human liver microsomes). (2) The compound is COC(=O)Nc1ccc2c(c1)NC(=O)CCC=CC[C@H](N1CC[C@H](c3c(F)ccc(Cl)c3F)OC1=O)c1nc-2c[nH]1. The result is 1 (stable in human liver microsomes). (3) The molecule is CNC(=O)c1c(-c2ccc(F)cc2)oc2nc(NCC(F)(F)F)c(-c3cccc(C(=O)NC4(c5ncccn5)CC4)c3)cc12. The result is 0 (unstable in human liver microsomes). (4) The compound is COc1cnc(-c2cncc(O)n2)c2[nH]cc(C(=O)C(=O)N3CCN(C(=O)c4ccccc4)CC3)c12. The result is 0 (unstable in human liver microsomes). (5) The drug is Cc1nc(C(=O)Nc2ccnc(Cl)n2)c(C)n1-c1ccc(F)cc1. The result is 0 (unstable in human liver microsomes). (6) The drug is CCC(CC)CN(CCCCN1[C@@H]2CC[C@H]1C[C@@H](c1cccc(C(N)=O)c1)C2)C(=O)CO. The result is 1 (stable in human liver microsomes). (7) The compound is O=C1CC2(CCCC2)CC(=O)N1CCCCN1CCN(c2ncccn2)CC1. The result is 0 (unstable in human liver microsomes).